The task is: Predict the reactants needed to synthesize the given product.. This data is from Full USPTO retrosynthesis dataset with 1.9M reactions from patents (1976-2016). (1) Given the product [Cl-:16].[OH:21][CH:18]([CH2:19][OH:20])[CH2:17][N+:2]([CH2:3][CH2:4][CH2:5][CH2:6][CH2:7][CH2:8][CH2:9][CH2:10][CH2:11][CH2:12][CH2:13][CH3:14])([CH3:1])[CH3:15], predict the reactants needed to synthesize it. The reactants are: [CH3:1][N:2]([CH3:15])[CH2:3][CH2:4][CH2:5][CH2:6][CH2:7][CH2:8][CH2:9][CH2:10][CH2:11][CH2:12][CH2:13][CH3:14].[Cl:16][CH2:17][CH:18]([OH:21])[CH2:19][OH:20]. (2) Given the product [O:12]=[C:11]1[NH:10][C:9]2[CH:8]=[C:7]([C:27]3[CH:28]=[CH:29][CH:30]=[CH:31][CH:32]=3)[S:6][C:5]=2[C:3](=[O:4])[N:13]1[CH:14]1[CH2:19][CH2:18][N:17]([C:20]([O:22][C:23]([CH3:26])([CH3:24])[CH3:25])=[O:21])[CH2:16][CH2:15]1, predict the reactants needed to synthesize it. The reactants are: CO[C:3]([C:5]1[S:6][C:7]([C:27]2[CH:32]=[CH:31][CH:30]=[CH:29][CH:28]=2)=[CH:8][C:9]=1[NH:10][C:11]([NH:13][CH:14]1[CH2:19][CH2:18][N:17]([C:20]([O:22][C:23]([CH3:26])([CH3:25])[CH3:24])=[O:21])[CH2:16][CH2:15]1)=[O:12])=[O:4].C[O-].[Na+].C(O)(=O)CC(CC(O)=O)(C(O)=O)O. (3) Given the product [ClH:20].[CH:1]1([C:4]2[N:5]=[CH:6][C:7]3[CH2:12][NH:11][CH2:10][C:8]=3[N:9]=2)[CH2:3][CH2:2]1, predict the reactants needed to synthesize it. The reactants are: [CH:1]1([C:4]2[N:5]=[CH:6][C:7]3[CH2:12][N:11](C(OC(C)(C)C)=O)[CH2:10][C:8]=3[N:9]=2)[CH2:3][CH2:2]1.[ClH:20].